From a dataset of Forward reaction prediction with 1.9M reactions from USPTO patents (1976-2016). Predict the product of the given reaction. (1) Given the reactants [C:1]([O:5][C:6]([NH:8][CH2:9][CH2:10][O:11][C:12]1[CH:21]=[CH:20][C:15]([C:16]([O:18][CH3:19])=[O:17])=[C:14]([OH:22])[CH:13]=1)=[O:7])([CH3:4])([CH3:3])[CH3:2].[CH2:23](Cl)[C:24]1[CH:29]=[CH:28][CH:27]=[CH:26][CH:25]=1.C(=O)([O-])[O-].[K+].[K+].O, predict the reaction product. The product is: [CH2:23]([O:22][C:14]1[CH:13]=[C:12]([O:11][CH2:10][CH2:9][NH:8][C:6]([O:5][C:1]([CH3:4])([CH3:2])[CH3:3])=[O:7])[CH:21]=[CH:20][C:15]=1[C:16]([O:18][CH3:19])=[O:17])[C:24]1[CH:29]=[CH:28][CH:27]=[CH:26][CH:25]=1. (2) Given the reactants [CH3:1][C:2]1[CH:7]=[C:6]([CH3:8])[CH:5]=[C:4]([CH3:9])[C:3]=1[C:10]1[CH:15]=[CH:14][CH:13]=[C:12]([CH:16]=[O:17])[CH:11]=1.[BH4-].[Na+].C(O)(=O)CC(CC(O)=O)(C(O)=O)O, predict the reaction product. The product is: [CH3:9][C:4]1[CH:5]=[C:6]([CH3:8])[CH:7]=[C:2]([CH3:1])[C:3]=1[C:10]1[CH:15]=[CH:14][CH:13]=[C:12]([CH2:16][OH:17])[CH:11]=1. (3) The product is: [CH:20]([CH:9]1[CH2:10][C:11]2[C:16](=[CH:15][CH:14]=[CH:13][CH:12]=2)[N:7]([C:4]2[CH:3]=[CH:2][C:1]([CH3:18])=[CH:6][CH:5]=2)[C:8]1=[O:17])([CH3:22])[CH3:21]. Given the reactants [C:1]1([CH3:18])[CH:6]=[CH:5][C:4]([N:7]2[C:16]3[C:11](=[CH:12][CH:13]=[CH:14][CH:15]=3)[CH2:10][CH2:9][C:8]2=[O:17])=[CH:3][CH:2]=1.I[CH:20]([CH3:22])[CH3:21], predict the reaction product.